From a dataset of Full USPTO retrosynthesis dataset with 1.9M reactions from patents (1976-2016). Predict the reactants needed to synthesize the given product. (1) Given the product [CH3:27][NH:28][C:29]([C:31]1[C:39]2[C:34](=[CH:35][C:36]([O:40][C:2]3[CH:7]=[CH:6][N:5]=[C:4]4[CH:8]=[C:9]([C:11]([N:13]5[CH2:17][CH2:16][CH2:15][CH:14]5[CH2:18][OH:19])=[O:12])[S:10][C:3]=34)=[CH:37][CH:38]=2)[N:33]([CH3:41])[C:32]=1[CH3:42])=[O:30], predict the reactants needed to synthesize it. The reactants are: Cl[C:2]1[CH:7]=[CH:6][N:5]=[C:4]2[CH:8]=[C:9]([C:11]([N:13]3[CH2:17][CH2:16][CH2:15][C@H:14]3[CH2:18][O:19][Si](C(C)(C)C)(C)C)=[O:12])[S:10][C:3]=12.[CH3:27][NH:28][C:29]([C:31]1[C:39]2[C:34](=[CH:35][C:36]([OH:40])=[CH:37][CH:38]=2)[N:33]([CH3:41])[C:32]=1[CH3:42])=[O:30].C([O-])([O-])=O.[Cs+].[Cs+]. (2) Given the product [CH3:1][N:2]1[C:7](=[O:8])[N:6]([CH3:9])[C:5](=[O:10])[C:4]([N:11]2[CH2:12][CH2:13][NH:14][CH2:15][CH2:16]2)=[N:3]1, predict the reactants needed to synthesize it. The reactants are: [CH3:1][N:2]1[C:7](=[O:8])[N:6]([CH3:9])[C:5](=[O:10])[C:4]([N:11]2[CH2:16][CH2:15][NH:14][CH:13](C)[CH2:12]2)=[N:3]1.CC1CNCCN1. (3) The reactants are: Cl[C:2]1[N:3]([CH2:10][C:11]2[CH:18]=[CH:17][CH:16]=[CH:15][C:12]=2[C:13]#[N:14])[C:4](=[O:9])[C:5]([F:8])=[CH:6][N:7]=1.Cl.Cl.[NH2:21][C@@H:22]1[CH2:27][CH2:26][CH2:25][NH:24][CH2:23]1.C(=O)([O-])[O-].[K+].[K+].C(OC(C)C)(=O)C.Cl. Given the product [NH2:21][C@@H:22]1[CH2:27][CH2:26][CH2:25][N:24]([C:2]2[N:3]([CH2:10][C:11]3[CH:18]=[CH:17][CH:16]=[CH:15][C:12]=3[C:13]#[N:14])[C:4](=[O:9])[C:5]([F:8])=[CH:6][N:7]=2)[CH2:23]1, predict the reactants needed to synthesize it. (4) Given the product [Br:8][C:4]1[N:3]=[C:2]([N:11]2[CH:12]=[CH:13][CH:14]=[CH:15][C:10]2=[O:9])[CH:7]=[CH:6][CH:5]=1, predict the reactants needed to synthesize it. The reactants are: Br[C:2]1[CH:7]=[CH:6][CH:5]=[C:4]([Br:8])[N:3]=1.[OH:9][C:10]1[CH:15]=[CH:14][CH:13]=[CH:12][N:11]=1.C(=O)([O-])[O-].[K+].[K+].C(=O)([O-])O.[Na+]. (5) Given the product [CH2:11]([C:7]1[CH2:8][C:9]2[CH2:10][CH:2]([NH2:1])[CH2:3][C:4]=2[CH2:5][C:6]=1[CH2:13][CH3:14])[CH3:12], predict the reactants needed to synthesize it. The reactants are: [NH2:1][CH:2]1[CH2:10][C:9]2[C:4](=[CH:5][C:6]([CH2:13][CH3:14])=[C:7]([CH2:11][CH3:12])[CH:8]=2)[CH2:3]1.[Li]. (6) Given the product [CH2:16]([N:10]1[CH:11]2[CH2:15][CH2:14][CH2:13][CH:12]2[NH:8][C:9]1=[O:18])[CH3:17], predict the reactants needed to synthesize it. The reactants are: C(OC([N:8]1[CH:12]2[CH2:13][CH2:14][CH2:15][CH:11]2[N:10]([CH2:16][CH3:17])[C:9]1=[O:18])=O)(C)(C)C.FC(F)(F)C(O)=O.